Dataset: Full USPTO retrosynthesis dataset with 1.9M reactions from patents (1976-2016). Task: Predict the reactants needed to synthesize the given product. The reactants are: CO[C:3]([C:5]1[C:6]([OH:24])=[C:7]2[C:12](=[CH:13][N:14]=1)[N:11]([CH2:15][C:16]1[CH:21]=[CH:20][CH:19]=[CH:18][CH:17]=1)[C:10](=[O:22])[C:9]([CH3:23])=[CH:8]2)=[O:4].[NH2:25][CH2:26][C:27]([OH:29])=[O:28].C[O-].[Na+]. Given the product [CH2:15]([N:11]1[C:12]2[C:7](=[C:6]([OH:24])[C:5]([C:3]([NH:25][CH2:26][C:27]([OH:29])=[O:28])=[O:4])=[N:14][CH:13]=2)[CH:8]=[C:9]([CH3:23])[C:10]1=[O:22])[C:16]1[CH:17]=[CH:18][CH:19]=[CH:20][CH:21]=1, predict the reactants needed to synthesize it.